This data is from Peptide-MHC class II binding affinity with 134,281 pairs from IEDB. The task is: Regression. Given a peptide amino acid sequence and an MHC pseudo amino acid sequence, predict their binding affinity value. This is MHC class II binding data. The peptide sequence is EAQLNINQEWNKALGLPKYT. The MHC is DRB1_0301 with pseudo-sequence DRB1_0301. The binding affinity (normalized) is 0.524.